Dataset: Full USPTO retrosynthesis dataset with 1.9M reactions from patents (1976-2016). Task: Predict the reactants needed to synthesize the given product. (1) The reactants are: [F:1][CH2:2][CH:3]([OH:6])[CH2:4][F:5].[Li+].C[Si]([N-][Si](C)(C)C)(C)C.F[C:18]1[CH:19]=[C:20]([CH:23]=[CH:24][C:25]=1[N+:26]([O-:28])=[O:27])[C:21]#[N:22]. Given the product [F:1][CH2:2][CH:3]([CH2:4][F:5])[O:6][C:24]1[CH:23]=[C:20]([CH:19]=[CH:18][C:25]=1[N+:26]([O-:28])=[O:27])[C:21]#[N:22], predict the reactants needed to synthesize it. (2) Given the product [CH:20]1([CH2:26][CH2:27][CH2:28][CH2:29][O:30][C:31](=[O:32])[NH:10][C@@H:9]2[CH2:8][NH:7][C:6]2=[O:5])[CH2:25][CH2:24][CH2:23][CH2:22][CH2:21]1, predict the reactants needed to synthesize it. The reactants are: C([O-])(=O)C.[O:5]=[C:6]1[C@H:9]([NH3+:10])[CH2:8][NH:7]1.CCN(C(C)C)C(C)C.[CH:20]1([CH2:26][CH2:27][CH2:28][CH2:29][O:30][C:31](N2C=CC=CC2=O)=[O:32])[CH2:25][CH2:24][CH2:23][CH2:22][CH2:21]1.